Dataset: Reaction yield outcomes from USPTO patents with 853,638 reactions. Task: Predict the reaction yield, written as a fraction of the theoretical maximum amount of product (1.0 means a 100% yield; for example, 0.34 means a 34% yield). The reactants are [CH3:1][N:2]([CH3:35])[C:3]([C:5]1[CH:10]=[CH:9][C:8]([NH:11][C:12]2[C:13]3[C:20]([F:21])=[CH:19][N:18]([CH:22]4[CH2:27][CH2:26][N:25]([C:28](OC(C)C)=O)[CH2:24][CH2:23]4)[C:14]=3[N:15]=[CH:16][N:17]=2)=[C:7]([F:34])[CH:6]=1)=[O:4].[N:36]1[CH:41]=[CH:40][CH:39]=[CH:38][C:37]=1C=O.C([O-])(=O)C.[K+].C(O[BH-](OC(=O)C)OC(=O)C)(=O)C.[Na+]. The catalyst is ClCCl.O. The product is [F:34][C:7]1[CH:6]=[C:5]([CH:10]=[CH:9][C:8]=1[NH:11][C:12]1[C:13]2[C:20]([F:21])=[CH:19][N:18]([CH:22]3[CH2:27][CH2:26][N:25]([CH2:28][C:37]4[CH:38]=[CH:39][CH:40]=[CH:41][N:36]=4)[CH2:24][CH2:23]3)[C:14]=2[N:15]=[CH:16][N:17]=1)[C:3]([N:2]([CH3:1])[CH3:35])=[O:4]. The yield is 0.500.